Dataset: Forward reaction prediction with 1.9M reactions from USPTO patents (1976-2016). Task: Predict the product of the given reaction. (1) Given the reactants C([O:8][N:9]1[C:14]2[N:15]=[CH:16][N:17]=[C:18]([CH3:19])[C:13]=2[C:12]([NH:20][CH:21]([C:23]2[CH:24]=[N:25][CH:26]=[CH:27][CH:28]=2)[CH3:22])=[CH:11][C:10]1=[O:29])C1C=CC=CC=1.CO.[H][H], predict the reaction product. The product is: [OH:8][N:9]1[C:14]2[N:15]=[CH:16][N:17]=[C:18]([CH3:19])[C:13]=2[C:12]([NH:20][CH:21]([C:23]2[CH:24]=[N:25][CH:26]=[CH:27][CH:28]=2)[CH3:22])=[CH:11][C:10]1=[O:29]. (2) Given the reactants [NH2:1][C:2]1[CH:10]=[CH:9][CH:8]=[C:4]([C:5]([OH:7])=O)[C:3]=1[C:11]([OH:13])=[O:12].[C:14](OC(=O)C)(=[O:16])[CH3:15], predict the reaction product. The product is: [C:14]([NH:1][C:2]1[CH:10]=[CH:9][CH:8]=[C:4]2[C:5]([O:13][C:11](=[O:12])[C:3]=12)=[O:7])(=[O:16])[CH3:15]. (3) Given the reactants [N:1]1([CH2:8][CH2:9][O:10][C:11]2[CH:38]=[CH:37][C:14]([C:15]([C:17]3[C:26]4[C:21](=[CH:22][C:23]([O:27][CH3:28])=[CH:24][CH:25]=4)[CH:20]=[CH:19][C:18]=3OS(C(F)(F)F)(=O)=O)=[O:16])=[CH:13][CH:12]=2)[CH2:7][CH2:6][CH2:5][CH2:4][CH2:3][CH2:2]1.[F:39][C:40]1[CH:45]=[C:44]([F:46])[CH:43]=[C:42]([F:47])[C:41]=1B(O)O.P([O-])([O-])([O-])=O.[K+].[K+].[K+], predict the reaction product. The product is: [N:1]1([CH2:8][CH2:9][O:10][C:11]2[CH:38]=[CH:37][C:14]([C:15]([C:17]3[C:26]4[C:21](=[CH:22][C:23]([O:27][CH3:28])=[CH:24][CH:25]=4)[CH:20]=[CH:19][C:18]=3[C:41]3[C:40]([F:39])=[CH:45][C:44]([F:46])=[CH:43][C:42]=3[F:47])=[O:16])=[CH:13][CH:12]=2)[CH2:2][CH2:3][CH2:4][CH2:5][CH2:6][CH2:7]1. (4) Given the reactants [Cl:1][C:2]1[CH:16]=[CH:15][C:5]([CH2:6][N:7]2[CH:12]=[C:11](Br)[CH:10]=[CH:9][C:8]2=[O:14])=[C:4]([F:17])[CH:3]=1.[CH3:18][O:19][C:20]1[N:25]=[CH:24][C:23](B(O)O)=[CH:22][CH:21]=1, predict the reaction product. The product is: [Cl:1][C:2]1[CH:16]=[CH:15][C:5]([CH2:6][N:7]2[CH:12]=[C:11]([C:23]3[CH:24]=[N:25][C:20]([O:19][CH3:18])=[CH:21][CH:22]=3)[CH:10]=[CH:9][C:8]2=[O:14])=[C:4]([F:17])[CH:3]=1. (5) Given the reactants F[C:2]1[C:7]([N+:8]([O-:10])=[O:9])=[C:6]([O:11][CH2:12][CH2:13][C:14]2[CH:19]=[CH:18][CH:17]=[CH:16][CH:15]=2)[CH:5]=[CH:4][N:3]=1.[NH3:20], predict the reaction product. The product is: [NH2:20][C:2]1[C:7]([N+:8]([O-:10])=[O:9])=[C:6]([O:11][CH2:12][CH2:13][C:14]2[CH:19]=[CH:18][CH:17]=[CH:16][CH:15]=2)[CH:5]=[CH:4][N:3]=1. (6) Given the reactants Br[CH:2]1[CH2:14][CH2:13][C:12]2[C:11]3[C:6](=[CH:7][CH:8]=[C:9]([Br:15])[CH:10]=3)[NH:5][C:4]=2[C:3]1=[O:16].[Li+].[Br-], predict the reaction product. The product is: [Br:15][C:9]1[CH:10]=[C:11]2[C:6](=[CH:7][CH:8]=1)[NH:5][C:4]1[C:3]([OH:16])=[CH:2][CH:14]=[CH:13][C:12]2=1. (7) Given the reactants Br[CH2:2][CH2:3][N:4]1[C:8]2[C:9]([F:13])=[CH:10][CH:11]=[CH:12][C:7]=2[N:6]([C:14]2[CH:19]=[CH:18][CH:17]=[CH:16][C:15]=2[F:20])[S:5]1(=[O:22])=[O:21].[CH3:23][CH:24]1[CH2:29][NH:28][CH2:27][CH:26]([CH3:30])[NH:25]1.[ClH:31], predict the reaction product. The product is: [ClH:31].[ClH:31].[CH3:23][C@H:24]1[NH:25][C@@H:26]([CH3:30])[CH2:27][N:28]([CH2:2][CH2:3][N:4]2[C:8]3[C:9]([F:13])=[CH:10][CH:11]=[CH:12][C:7]=3[N:6]([C:14]3[CH:19]=[CH:18][CH:17]=[CH:16][C:15]=3[F:20])[S:5]2(=[O:22])=[O:21])[CH2:29]1.